Predict the reactants needed to synthesize the given product. From a dataset of Full USPTO retrosynthesis dataset with 1.9M reactions from patents (1976-2016). (1) The reactants are: [CH2:1]([N:3]([CH2:20][CH3:21])[CH2:4][CH2:5][N:6]1[C:15]2[C:10](=[CH:11][C:12]([N+:16]([O-])=O)=[CH:13][CH:14]=2)[CH2:9][CH2:8][C:7]1=[O:19])[CH3:2].O.NN.N. Given the product [NH2:16][C:12]1[CH:11]=[C:10]2[C:15](=[CH:14][CH:13]=1)[N:6]([CH2:5][CH2:4][N:3]([CH2:20][CH3:21])[CH2:1][CH3:2])[C:7](=[O:19])[CH2:8][CH2:9]2, predict the reactants needed to synthesize it. (2) Given the product [CH:20]([N:16]1[C:15]([C:9]2[S:10][C:11]3[CH2:12][CH2:13][O:14][C:5]4[CH:4]=[CH:3][C:2]([C:26]5[CH:25]=[N:24][CH:29]=[CH:28][CH:27]=5)=[CH:23][C:6]=4[C:7]=3[N:8]=2)=[N:19][CH:18]=[N:17]1)([CH3:22])[CH3:21], predict the reactants needed to synthesize it. The reactants are: Br[C:2]1[CH:3]=[CH:4][C:5]2[O:14][CH2:13][CH2:12][C:11]3[S:10][C:9]([C:15]4[N:16]([CH:20]([CH3:22])[CH3:21])[N:17]=[CH:18][N:19]=4)=[N:8][C:7]=3[C:6]=2[CH:23]=1.[N:24]1[CH:29]=[CH:28][CH:27]=[C:26](B(O)O)[CH:25]=1. (3) Given the product [CH3:27][O:26][C:19]1[CH:20]=[C:21]([O:24][CH3:25])[CH:22]=[CH:23][C:18]=1[CH2:17][N:12]1[CH2:11][C:10]2([CH2:9][OH:8])[CH:14]([CH2:15]2)[C:13]1=[O:16], predict the reactants needed to synthesize it. The reactants are: [Si]([O:8][CH2:9][C:10]12[CH2:15][CH:14]1[C:13](=[O:16])[N:12]([CH2:17][C:18]1[CH:23]=[CH:22][C:21]([O:24][CH3:25])=[CH:20][C:19]=1[O:26][CH3:27])[CH2:11]2)(C(C)(C)C)(C)C.[F-].C([NH3+])CCC. (4) Given the product [NH2:14][C:10]1[CH:9]=[CH:8][CH:7]=[C:6]2[C:11]=1[CH:12]=[CH:13][C:4]([O:3][CH2:1][CH3:2])=[N:5]2, predict the reactants needed to synthesize it. The reactants are: [CH2:1]([O:3][C:4]1[CH:13]=[CH:12][C:11]2[C:6](=[CH:7][CH:8]=[CH:9][C:10]=2[N+:14]([O-])=O)[N:5]=1)[CH3:2].[H][H]. (5) Given the product [CH3:41][N:42]([CH3:43])[C:18]([C:8]1[CH:7]=[C:6]([NH:5][CH2:4][C:3]2[C:21]([CH3:25])=[CH:22][CH:23]=[CH:24][C:2]=2[CH3:1])[C:14]2[N:13]=[C:12]([CH3:15])[N:11]([O:16][CH3:17])[C:10]=2[CH:9]=1)=[O:20], predict the reactants needed to synthesize it. The reactants are: [CH3:1][C:2]1[CH:24]=[CH:23][CH:22]=[C:21]([CH3:25])[C:3]=1[CH2:4][NH:5][C:6]1[C:14]2[N:13]=[C:12]([CH3:15])[N:11]([O:16][CH3:17])[C:10]=2[CH:9]=[C:8]([C:18]([OH:20])=O)[CH:7]=1.F[B-](F)(F)F.N1(O[C:41](N(C)C)=[N+:42](C)[CH3:43])C2C=CC=CC=2N=N1.CNC. (6) The reactants are: [CH:1]([C:5]1[CH:6]=[CH:7][CH:8]=[CH:9][CH:10]=1)=[CH:2][CH2:3][CH3:4].C(=O)([O-])[OH:12].[Na+].ClC1C=CC=C(C(OO)=O)C=1. Given the product [CH2:2]([CH:3]1[CH2:4][O:12]1)[CH2:1][C:5]1[CH:10]=[CH:9][CH:8]=[CH:7][CH:6]=1, predict the reactants needed to synthesize it. (7) Given the product [CH2:1]([C:3]1[C:4]([C:14]([OH:16])=[O:15])=[N:5][O:6][C:7]=1[C:8]1[CH:13]=[CH:12][CH:11]=[CH:10][CH:9]=1)[CH3:2], predict the reactants needed to synthesize it. The reactants are: [CH2:1]([C:3]1[C:4]([C:14]([O:16]C)=[O:15])=[N:5][O:6][C:7]=1[C:8]1[CH:13]=[CH:12][CH:11]=[CH:10][CH:9]=1)[CH3:2].[OH-].[Na+].C(O)(=O)C.